Task: Predict which catalyst facilitates the given reaction.. Dataset: Catalyst prediction with 721,799 reactions and 888 catalyst types from USPTO (1) Reactant: [C:1]([O:5][C:6](=[O:34])[N:7]([CH2:9][C:10]1[CH:14]=[C:13]([C:15]2[CH:20]=[CH:19][CH:18]=[C:17]([CH:21]=[N:22]O)[C:16]=2[F:24])[N:12]([S:25]([C:28]2[CH:29]=[N:30][CH:31]=[CH:32][CH:33]=2)(=[O:27])=[O:26])[CH:11]=1)[CH3:8])([CH3:4])([CH3:3])[CH3:2].C(N(CC)CC)C.CS(Cl)(=O)=O.O. Product: [C:1]([O:5][C:6](=[O:34])[N:7]([CH2:9][C:10]1[CH:14]=[C:13]([C:15]2[CH:20]=[CH:19][CH:18]=[C:17]([C:21]#[N:22])[C:16]=2[F:24])[N:12]([S:25]([C:28]2[CH:29]=[N:30][CH:31]=[CH:32][CH:33]=2)(=[O:26])=[O:27])[CH:11]=1)[CH3:8])([CH3:4])([CH3:2])[CH3:3]. The catalyst class is: 7. (2) Reactant: [CH3:1][S:2]([N:5]1[CH2:10][CH2:9][N:8]([C@@H:11]2[CH2:15][NH:14][C@H:13]([C:16]([NH:18][C:19]3[CH:31]=[CH:30][C:22]([C:23]([O:25][C:26]([CH3:29])([CH3:28])[CH3:27])=[O:24])=[CH:21][CH:20]=3)=[O:17])[CH2:12]2)[CH2:7][CH2:6]1)(=[O:4])=[O:3].F[P-](F)(F)(F)(F)F.N1(OC(N(C)C)=[N+](C)C)C2N=CC=CC=2N=N1.[CH3:56][C:57]([O:60][C:61]([NH:63][C:64]([N:73]1[CH2:78][CH2:77][CH:76]([C:79](O)=[O:80])[CH2:75][CH2:74]1)=[N:65][C:66]([O:68][C:69]([CH3:72])([CH3:71])[CH3:70])=[O:67])=[O:62])([CH3:59])[CH3:58].C(N(CC)C(C)C)(C)C. Product: [CH3:72][C:69]([O:68][C:66]([NH:65][C:64]([N:73]1[CH2:78][CH2:77][CH:76]([C:79]([N:14]2[CH2:15][C@@H:11]([N:8]3[CH2:9][CH2:10][N:5]([S:2]([CH3:1])(=[O:4])=[O:3])[CH2:6][CH2:7]3)[CH2:12][C@H:13]2[C:16]([NH:18][C:19]2[CH:31]=[CH:30][C:22]([C:23]([O:25][C:26]([CH3:28])([CH3:27])[CH3:29])=[O:24])=[CH:21][CH:20]=2)=[O:17])=[O:80])[CH2:75][CH2:74]1)=[N:63][C:61]([O:60][C:57]([CH3:56])([CH3:58])[CH3:59])=[O:62])=[O:67])([CH3:70])[CH3:71]. The catalyst class is: 9. (3) Reactant: [Li]CCCC.Br[C:7]1[CH:12]=[CH:11][C:10]([CH2:13][O:14][Si](C(C)(C)C)(C)C)=[CH:9][N:8]=1.[C:22]([N:29]1[CH2:34][CH2:33][C:32](=[O:35])[CH2:31][CH2:30]1)([O:24][C:25]([CH3:28])([CH3:27])[CH3:26])=[O:23].[NH4+].[Cl-].[F-].C([N+](CCCC)(CCCC)CCCC)CCC.[SiH3]O[SiH3]. Product: [OH:35][C:32]1([C:7]2[CH:12]=[CH:11][C:10]([CH2:13][OH:14])=[CH:9][N:8]=2)[CH2:31][CH2:30][N:29]([C:22]([O:24][C:25]([CH3:28])([CH3:27])[CH3:26])=[O:23])[CH2:34][CH2:33]1. The catalyst class is: 1. (4) Reactant: C([N:8]([CH2:28][C@H:29]([OH:51])[CH2:30][O:31][C:32]1[CH:37]=[CH:36][C:35]([O:38]CC2C=CC=CC=2)=[C:34]([NH:46][S:47]([CH3:50])(=[O:49])=[O:48])[CH:33]=1)[C@H:9]1[CH2:14][CH2:13][C@H:12]([C:15]2[CH:27]=[CH:26][C:18]([O:19][CH2:20][C:21]([O:23][CH2:24][CH3:25])=[O:22])=[CH:17][CH:16]=2)[CH2:11][CH2:10]1)C1C=CC=CC=1. Product: [OH:51][C@H:29]([CH2:30][O:31][C:32]1[CH:37]=[CH:36][C:35]([OH:38])=[C:34]([NH:46][S:47]([CH3:50])(=[O:49])=[O:48])[CH:33]=1)[CH2:28][NH:8][C@H:9]1[CH2:14][CH2:13][C@H:12]([C:15]2[CH:27]=[CH:26][C:18]([O:19][CH2:20][C:21]([O:23][CH2:24][CH3:25])=[O:22])=[CH:17][CH:16]=2)[CH2:11][CH2:10]1. The catalyst class is: 29.